The task is: Predict the reaction yield, written as a fraction of the theoretical maximum amount of product (1.0 means a 100% yield; for example, 0.34 means a 34% yield).. This data is from Reaction yield outcomes from USPTO patents with 853,638 reactions. (1) The reactants are [F:1][C:2]1[S:6][C:5]([C:7]([OH:9])=O)=[CH:4][CH:3]=1.Cl.[CH3:11][NH:12][O:13][CH3:14].O.ON1C2C=CC=CC=2N=N1.Cl.CN(C)CCCN=C=NCC.C(N(C(C)C)CC)(C)C. The catalyst is O1CCCC1.O. The product is [F:1][C:2]1[S:6][C:5]([C:7]([N:12]([O:13][CH3:14])[CH3:11])=[O:9])=[CH:4][CH:3]=1. The yield is 0.870. (2) The yield is 0.380. The product is [F:1][C:2]1[CH:3]=[C:4]([CH:7]=[CH:8][C:9]=1[N:10]1[CH2:15][CH2:14][N:13]([C:26](=[O:27])[C:25]2[CH:29]=[CH:30][CH:31]=[C:23]([C:20]3[N:19]=[C:18]([C:17]([F:33])([F:32])[F:16])[O:22][N:21]=3)[CH:24]=2)[CH2:12][CH2:11]1)[C:5]#[N:6]. No catalyst specified. The reactants are [F:1][C:2]1[CH:3]=[C:4]([CH:7]=[CH:8][C:9]=1[N:10]1[CH2:15][CH2:14][NH:13][CH2:12][CH2:11]1)[C:5]#[N:6].[F:16][C:17]([F:33])([F:32])[C:18]1[O:22][N:21]=[C:20]([C:23]2[CH:24]=[C:25]([CH:29]=[CH:30][CH:31]=2)[C:26](O)=[O:27])[N:19]=1. (3) The reactants are Br[C:2]1[CH:3]=[C:4]2[C:9](=[CH:10][CH:11]=1)[NH:8][C:7](=[O:12])[CH2:6][CH2:5]2.CC1(C)C(C)(C)OB([C:21]2[CH:27]=[CH:26][C:24]([NH2:25])=[CH:23][CH:22]=2)O1.C(=O)([O-])[O-].[Na+].[Na+]. The catalyst is O.O1CCOCC1.C1C=CC([P]([Pd]([P](C2C=CC=CC=2)(C2C=CC=CC=2)C2C=CC=CC=2)([P](C2C=CC=CC=2)(C2C=CC=CC=2)C2C=CC=CC=2)[P](C2C=CC=CC=2)(C2C=CC=CC=2)C2C=CC=CC=2)(C2C=CC=CC=2)C2C=CC=CC=2)=CC=1. The product is [NH2:25][C:24]1[CH:26]=[CH:27][C:21]([C:2]2[CH:3]=[C:4]3[C:9](=[CH:10][CH:11]=2)[NH:8][C:7](=[O:12])[CH2:6][CH2:5]3)=[CH:22][CH:23]=1. The yield is 0.900. (4) The reactants are Br[CH2:2][C:3](=O)[CH2:4][CH:5]1[CH2:10][CH2:9][N:8]([C:11]([O:13][C:14]([CH3:17])([CH3:16])[CH3:15])=[O:12])[CH2:7][CH2:6]1.[Br:19][C:20]1[CH:21]=[C:22]([O:30][C:31]2[CH:36]=[CH:35][CH:34]=[CH:33][CH:32]=2)[C:23]([NH:26][C:27]([NH2:29])=[S:28])=[N:24][CH:25]=1.C(N(CC)CC)C. The catalyst is C(O)C. The product is [Br:19][C:20]1[CH:21]=[C:22]([O:30][C:31]2[CH:32]=[CH:33][CH:34]=[CH:35][CH:36]=2)[C:23]([NH:26][C:27]2[S:28][CH:2]=[C:3]([CH2:4][CH:5]3[CH2:10][CH2:9][N:8]([C:11]([O:13][C:14]([CH3:17])([CH3:16])[CH3:15])=[O:12])[CH2:7][CH2:6]3)[N:29]=2)=[N:24][CH:25]=1. The yield is 0.920. (5) The reactants are [NH:1]1[C:5]([CH2:6][C:7]2[CH:8]=[CH:9][C:10]3[C:19]4[NH:18][CH2:17][CH2:16][CH2:15][C:14]=4[C:13](=[O:20])[N:12](COC)[C:11]=3[CH:24]=2)=[N:4][N:3]=[N:2]1.[ClH:25]. The catalyst is C(O)C. The product is [ClH:25].[NH:4]1[C:5]([CH2:6][C:7]2[CH:8]=[CH:9][C:10]3[C:19]4[NH:18][CH2:17][CH2:16][CH2:15][C:14]=4[C:13](=[O:20])[NH:12][C:11]=3[CH:24]=2)=[N:1][N:2]=[N:3]1. The yield is 0.840.